This data is from Forward reaction prediction with 1.9M reactions from USPTO patents (1976-2016). The task is: Predict the product of the given reaction. (1) Given the reactants C[Si](OP(=O)=O)(C)C.[NH2:9][C:10]1[CH:15]=[CH:14][CH:13]=[C:12]([F:16])[C:11]=1[OH:17].[CH3:18][O:19][C:20]1[CH:21]=[C:22]([CH:26]=[CH:27][C:28]=1[C:29]1[CH:34]=[CH:33][CH:32]=[CH:31][N:30]=1)[C:23](O)=O.[ClH:35], predict the reaction product. The product is: [ClH:35].[F:16][C:12]1[C:11]2[O:17][C:23]([C:22]3[CH:26]=[CH:27][C:28]([C:29]4[CH:34]=[CH:33][CH:32]=[CH:31][N:30]=4)=[C:20]([O:19][CH3:18])[CH:21]=3)=[N:9][C:10]=2[CH:15]=[CH:14][CH:13]=1. (2) Given the reactants [C:1]([O:5][C:6]([N:8]1[CH2:13][CH:12]([C:14]([OH:16])=O)[CH2:11][CH:10]([C:17]([OH:19])=[O:18])[CH2:9]1)=[O:7])([CH3:4])([CH3:3])[CH3:2], predict the reaction product. The product is: [C:1]([O:5][C:6]([N:8]1[CH2:9][CH:10]2[CH2:11][CH:12]([C:14](=[O:16])[O:19][C:17]2=[O:18])[CH2:13]1)=[O:7])([CH3:2])([CH3:3])[CH3:4]. (3) Given the reactants [C:1]1([C@@H:7]([NH2:9])[CH3:8])[CH:6]=[CH:5][CH:4]=[CH:3][CH:2]=1.Cl[C:11]1[N:19]=[CH:18][N:17]=[C:16]2[C:12]=1[NH:13][CH:14]=[N:15]2, predict the reaction product. The product is: [C:1]1([C@@H:7]([NH:9][C:11]2[N:19]=[CH:18][N:17]=[C:16]3[C:12]=2[NH:13][CH:14]=[N:15]3)[CH3:8])[CH:6]=[CH:5][CH:4]=[CH:3][CH:2]=1. (4) Given the reactants [Br:1][C:2]1[CH:3]=[C:4]([C:8](=O)[CH3:9])[CH:5]=[N:6][CH:7]=1.[CH2:11]([S:13]([NH2:16])(=[O:15])=[O:14])[CH3:12].[CH3:17][Mg]Br, predict the reaction product. The product is: [Br:1][C:2]1[CH:3]=[C:4]([C:8]([NH:16][S:13]([CH2:11][CH3:12])(=[O:15])=[O:14])([CH3:9])[CH3:17])[CH:5]=[N:6][CH:7]=1. (5) Given the reactants [N+:1]([C:4]1[CH:9]=[CH:8][C:7]([C:10]2[NH:14][N:13]=[N:12][N:11]=2)=[CH:6][CH:5]=1)([O-])=O.C(O)C, predict the reaction product. The product is: [NH:14]1[C:10]([C:7]2[CH:8]=[CH:9][C:4]([NH2:1])=[CH:5][CH:6]=2)=[N:11][N:12]=[N:13]1. (6) Given the reactants [H-].[H-].[H-].[H-].[Li+].[Al+3].OS(O)(=O)=O.[Br:12][C:13]1[CH:14]=[C:15]([CH2:19][C:20]#[N:21])[CH:16]=[CH:17][CH:18]=1, predict the reaction product. The product is: [Br:12][C:13]1[CH:14]=[C:15]([CH2:19][CH2:20][NH2:21])[CH:16]=[CH:17][CH:18]=1.